Dataset: Catalyst prediction with 721,799 reactions and 888 catalyst types from USPTO. Task: Predict which catalyst facilitates the given reaction. (1) Reactant: C(OC([N:8]1[CH2:13][CH2:12][CH:11]([N:14]([C:18]([C:20]2[CH:24]=[C:23]([C:25]3[CH:30]=[CH:29][C:28]([C:31]#[N:32])=[CH:27][CH:26]=3)[O:22][N:21]=2)=[O:19])[CH:15]2[CH2:17][CH2:16]2)[CH2:10][CH2:9]1)=O)(C)(C)C.FC(F)(F)C(O)=O.[OH-].[Na+].C([O-])([O-])=O.[Na+].[Na+]. The catalyst class is: 4. Product: [CH:15]1([N:14]([CH:11]2[CH2:12][CH2:13][NH:8][CH2:9][CH2:10]2)[C:18]([C:20]2[CH:24]=[C:23]([C:25]3[CH:26]=[CH:27][C:28]([C:31]#[N:32])=[CH:29][CH:30]=3)[O:22][N:21]=2)=[O:19])[CH2:17][CH2:16]1. (2) Reactant: [C:1]([O:5][C:6]([N:8]1[CH2:13][CH2:12][N:11]([C:14]2[CH:23]=[CH:22][CH:21]=[C:20]3[C:15]=2[CH:16]=[CH:17][N:18]=[CH:19]3)[CH2:10][CH2:9]1)=[O:7])([CH3:4])([CH3:3])[CH3:2].[CH2:24](O)[CH3:25]. Product: [C:1]([O:5][C:6]([N:8]1[CH2:13][CH2:12][N:11]([C:14]2[CH:23]=[CH:22][CH:21]=[C:20]3[C:15]=2[CH2:16][CH2:17][N:18]([CH2:24][CH3:25])[CH2:19]3)[CH2:10][CH2:9]1)=[O:7])([CH3:4])([CH3:2])[CH3:3]. The catalyst class is: 553. (3) Reactant: [C:1]([N:4]1[C:13]2[C:8](=[CH:9][C:10]([C:14]3[CH:23]=[CH:22][C:17]([C:18]([O:20][CH3:21])=[O:19])=[CH:16][CH:15]=3)=[CH:11][CH:12]=2)[C@H:7]([NH:24][C:25]2[CH:30]=[CH:29][C:28]([N+:31]([O-])=O)=[CH:27][N:26]=2)[CH2:6][C@@H:5]1[CH3:34])(=[O:3])[CH3:2].C([O-])=O.[NH4+]. Product: [C:1]([N:4]1[C:13]2[C:8](=[CH:9][C:10]([C:14]3[CH:23]=[CH:22][C:17]([C:18]([O:20][CH3:21])=[O:19])=[CH:16][CH:15]=3)=[CH:11][CH:12]=2)[C@H:7]([NH:24][C:25]2[CH:30]=[CH:29][C:28]([NH2:31])=[CH:27][N:26]=2)[CH2:6][C@@H:5]1[CH3:34])(=[O:3])[CH3:2]. The catalyst class is: 43. (4) Reactant: [Br:1][C:2]1[CH:3]=[C:4]2[C:8](=[CH:9][CH:10]=1)[C:7](=[O:11])[CH2:6][CH2:5]2.[F:12][C:13]([Si](C)(C)C)([F:15])[F:14].[F-].C([N+](CCCC)(CCCC)CCCC)CCC. Product: [Br:1][C:2]1[CH:3]=[C:4]2[C:8](=[CH:9][CH:10]=1)[C:7]([C:13]([F:15])([F:14])[F:12])([OH:11])[CH2:6][CH2:5]2. The catalyst class is: 7. (5) Reactant: [NH2:1][C:2]1[CH:7]=[CH:6][CH:5]=[CH:4][C:3]=1[C:8]1[O:12][C:11]([C:13]2[CH:23]=[CH:22][C:16]([C:17]([O:19]CC)=[O:18])=[CH:15][CH:14]=2)=[N:10][N:9]=1.[OH-].[Na+].Cl. Product: [NH2:1][C:2]1[CH:7]=[CH:6][CH:5]=[CH:4][C:3]=1[C:8]1[O:12][C:11]([C:13]2[CH:23]=[CH:22][C:16]([C:17]([OH:19])=[O:18])=[CH:15][CH:14]=2)=[N:10][N:9]=1. The catalyst class is: 7. (6) Reactant: Cl.[C:2]([S:5][CH:6]1[CH2:11][CH2:10][NH:9][CH2:8]/[C:7]/1=[CH:12]\[C:13]1[CH:17]=[CH:16][N:15]([C:18]([O:20][C:21]([CH3:24])([CH3:23])[CH3:22])=[O:19])[N:14]=1)(=[O:4])[CH3:3].Br[CH:26]([C:32]1[CH:37]=[CH:36][CH:35]=[CH:34][C:33]=1[F:38])[C:27]([CH:29]1[CH2:31][CH2:30]1)=[O:28].C(=O)([O-])[O-].[K+].[K+]. Product: [C:2]([S:5][CH:6]1[CH2:11][CH2:10][N:9]([CH:26]([C:32]2[CH:37]=[CH:36][CH:35]=[CH:34][C:33]=2[F:38])[C:27]([CH:29]2[CH2:30][CH2:31]2)=[O:28])[CH2:8]/[C:7]/1=[CH:12]\[C:13]1[CH:17]=[CH:16][N:15]([C:18]([O:20][C:21]([CH3:24])([CH3:23])[CH3:22])=[O:19])[N:14]=1)(=[O:4])[CH3:3]. The catalyst class is: 42. (7) Reactant: [CH3:1][C:2]1[C:7]([N+:8]([O-:10])=[O:9])=[CH:6][CH:5]=[CH:4][C:3]=1[CH:11](O)[CH2:12][C:13]([O:15][CH2:16][CH3:17])=[O:14].C(N(CC)CC)C.CS(Cl)(=O)=O.C1CCN2C(=NCCC2)CC1. Product: [CH3:1][C:2]1[C:7]([N+:8]([O-:10])=[O:9])=[CH:6][CH:5]=[CH:4][C:3]=1[CH:11]=[CH:12][C:13]([O:15][CH2:16][CH3:17])=[O:14]. The catalyst class is: 13. (8) Reactant: C[O:2][C:3](=[O:27])[CH2:4][CH2:5][CH2:6][N:7]1[CH2:11][CH2:10][C@@H:9]([O:12][C:13]2[CH:18]=[CH:17][C:16]([O:19][C:20]3[CH:25]=[CH:24][C:23]([Cl:26])=[CH:22][CH:21]=3)=[CH:15][CH:14]=2)[CH2:8]1.[OH-].[Na+].O.Cl.O1CCOCC1. Product: [ClH:26].[Cl:26][C:23]1[CH:24]=[CH:25][C:20]([O:19][C:16]2[CH:15]=[CH:14][C:13]([O:12][C@@H:9]3[CH2:10][CH2:11][N:7]([CH2:6][CH2:5][CH2:4][C:3]([OH:27])=[O:2])[CH2:8]3)=[CH:18][CH:17]=2)=[CH:21][CH:22]=1. The catalyst class is: 98. (9) Reactant: C[OH:2].[C:3]([CH2:5][C:6]1[CH:26]=[CH:25][C:9]([CH2:10][CH:11]2[CH2:16][N:15]([CH3:17])[CH2:14][CH2:13][N:12]2C(OC(C)(C)C)=O)=[CH:8][CH:7]=1)#N.[C:27](=O)(O)[O-:28].[Na+].[Cl-].[Na+]. Product: [CH3:17][N:15]1[CH2:14][CH2:13][NH:12][CH:11]([CH2:10][C:9]2[CH:8]=[CH:7][C:6]([CH2:5][C:3]([O:28][CH3:27])=[O:2])=[CH:26][CH:25]=2)[CH2:16]1. The catalyst class is: 6. (10) Reactant: Cl.[CH3:2][N:3]([CH2:12][C:13]1[CH:14]=[CH:15][C:16]2[S:17][CH2:18][C:19](=[O:23])[NH:20][C:21]=2[N:22]=1)[C:4]([CH:6]1[O:11][CH2:10][CH2:9][NH:8][CH2:7]1)=[O:5].CCN(C(C)C)C(C)C.[CH:33]([C:35]1[CH:36]=[CH:37][N:38]=[C:39]2[C:44]=1[N:43]=[C:42]([O:45][CH3:46])[CH:41]=[CH:40]2)=[CH2:34]. Product: [CH3:2][N:3]([CH2:12][C:13]1[CH:14]=[CH:15][C:16]2[S:17][CH2:18][C:19](=[O:23])[NH:20][C:21]=2[N:22]=1)[C:4]([CH:6]1[O:11][CH2:10][CH2:9][N:8]([CH2:34][CH2:33][C:35]2[C:44]3[C:39](=[CH:40][CH:41]=[C:42]([O:45][CH3:46])[N:43]=3)[N:38]=[CH:37][CH:36]=2)[CH2:7]1)=[O:5]. The catalyst class is: 3.